Predict the reactants needed to synthesize the given product. From a dataset of Full USPTO retrosynthesis dataset with 1.9M reactions from patents (1976-2016). Given the product [Cl:16][C:14]1[CH:13]=[CH:12][C:5]([O:6][C@@H:7]([CH3:11])[C:8]([OH:10])=[O:9])=[C:4]([C:18]2[CH:23]=[CH:22][CH:21]=[C:20]([C:24]#[N:25])[CH:19]=2)[CH:15]=1, predict the reactants needed to synthesize it. The reactants are: B([C:4]1[CH:15]=[C:14]([Cl:16])[CH:13]=[CH:12][C:5]=1[O:6][C@@H:7]([CH3:11])[C:8]([OH:10])=[O:9])(O)O.Br[C:18]1[CH:19]=[C:20]([C:24]#[N:25])[CH:21]=[CH:22][CH:23]=1.